This data is from Forward reaction prediction with 1.9M reactions from USPTO patents (1976-2016). The task is: Predict the product of the given reaction. (1) Given the reactants C[O:2][C:3](=[O:40])[CH2:4][C@H:5]1[C:9]2[CH:10]=[CH:11][C:12]([O:14][C@H:15]3[C:23]4[C:18](=[C:19]([O:25][C:26]5[CH:31]=[CH:30][C:29]([CH2:32][CH2:33][C:34]([OH:37])([CH3:36])[CH3:35])=[CH:28][C:27]=5[C:38]#[N:39])[CH:20]=[CH:21][C:22]=4[F:24])[CH2:17][CH2:16]3)=[CH:13][C:8]=2[O:7][CH2:6]1.[OH-].[K+], predict the reaction product. The product is: [C:38]([C:27]1[CH:28]=[C:29]([CH2:32][CH2:33][C:34]([OH:37])([CH3:35])[CH3:36])[CH:30]=[CH:31][C:26]=1[O:25][C:19]1[CH:20]=[CH:21][C:22]([F:24])=[C:23]2[C:18]=1[CH2:17][CH2:16][C@H:15]2[O:14][C:12]1[CH:11]=[CH:10][C:9]2[C@H:5]([CH2:4][C:3]([OH:40])=[O:2])[CH2:6][O:7][C:8]=2[CH:13]=1)#[N:39]. (2) The product is: [Br:22][CH2:5][C@H:4]([CH3:7])[C@H:3]([C:8]1[CH:13]=[CH:12][CH:11]=[C:10]([O:14][CH2:15][C:16]2[CH:21]=[CH:20][CH:19]=[CH:18][CH:17]=2)[CH:9]=1)[CH2:1][CH3:2]. Given the reactants [CH2:1]([C@@H:3]([C:8]1[CH:13]=[CH:12][CH:11]=[C:10]([O:14][CH2:15][C:16]2[CH:21]=[CH:20][CH:19]=[CH:18][CH:17]=2)[CH:9]=1)[C@@H:4]([CH3:7])[CH2:5]O)[CH3:2].[BrH:22].O, predict the reaction product. (3) Given the reactants [CH3:1][C:2]([O:7][C:8]1[CH:13]=[CH:12][CH:11]=[CH:10][CH:9]=1)([CH3:6])[C:3]([NH2:5])=O.C(N(CC)CC)C.FC(F)(F)C(OC(=O)C(F)(F)F)=O, predict the reaction product. The product is: [CH3:6][C:2]([O:7][C:8]1[CH:13]=[CH:12][CH:11]=[CH:10][CH:9]=1)([CH3:1])[C:3]#[N:5]. (4) The product is: [F:24][CH:2]([F:1])[C:3]1[CH:4]=[C:5]([CH:13]=[CH:14][C:15]=1[CH2:16][N:17]1[CH2:18][CH2:19][N:20]([CH3:23])[CH2:21][CH2:22]1)[C:6]([OH:8])=[O:7]. Given the reactants [F:1][CH:2]([F:24])[C:3]1[CH:4]=[C:5]([CH:13]=[CH:14][C:15]=1[CH2:16][N:17]1[CH2:22][CH2:21][N:20]([CH3:23])[CH2:19][CH2:18]1)[C:6]([O:8]C(C)(C)C)=[O:7], predict the reaction product. (5) Given the reactants [Br:1][C:2]1[CH:7]=[CH:6][C:5]([C:8](=O)[CH2:9][CH2:10][CH2:11][CH2:12][N:13]2[CH2:18][CH2:17][CH:16]([C:19]3[CH:20]=[C:21]([NH:25][C:26](=[O:30])[CH:27]([CH3:29])[CH3:28])[CH:22]=[CH:23][CH:24]=3)[CH2:15][CH2:14]2)=[CH:4][CH:3]=1.Cl.[CH3:33][C:34]1[CH:39]=[CH:38][C:37]([NH:40]N)=[CH:36][CH:35]=1, predict the reaction product. The product is: [Br:1][C:2]1[CH:7]=[CH:6][C:5]([C:8]2[NH:40][C:37]3[C:38]([C:9]=2[CH2:10][CH2:11][CH2:12][N:13]2[CH2:18][CH2:17][CH:16]([C:19]4[CH:20]=[C:21]([NH:25][C:26](=[O:30])[CH:27]([CH3:29])[CH3:28])[CH:22]=[CH:23][CH:24]=4)[CH2:15][CH2:14]2)=[CH:39][C:34]([CH3:33])=[CH:35][CH:36]=3)=[CH:4][CH:3]=1.